This data is from Full USPTO retrosynthesis dataset with 1.9M reactions from patents (1976-2016). The task is: Predict the reactants needed to synthesize the given product. Given the product [F:11][C:12]([F:21])([F:22])[C:13]1[CH:14]=[C:15]([CH2:16][NH:17][C:4](=[O:6])[C:3]2[CH:7]=[CH:8][CH:9]=[N:10][C:2]=2[NH2:1])[CH:18]=[CH:19][CH:20]=1, predict the reactants needed to synthesize it. The reactants are: [NH2:1][C:2]1[N:10]=[CH:9][CH:8]=[CH:7][C:3]=1[C:4]([OH:6])=O.[F:11][C:12]([F:22])([F:21])[C:13]1[CH:14]=[C:15]([CH:18]=[CH:19][CH:20]=1)[CH2:16][NH2:17].CN([P+](ON1N=NC2C=CC=CC1=2)(N(C)C)N(C)C)C.F[P-](F)(F)(F)(F)F.C(N(CC)CC)C.